This data is from Reaction yield outcomes from USPTO patents with 853,638 reactions. The task is: Predict the reaction yield, written as a fraction of the theoretical maximum amount of product (1.0 means a 100% yield; for example, 0.34 means a 34% yield). (1) The reactants are [C:1]([C:4]1[CH:5]=[C:6]([Cl:12])[C:7]([S:10][CH3:11])=[N:8][CH:9]=1)(=[O:3])[CH3:2].[BH4-].[Na+].Cl. The catalyst is C(O)C.O. The product is [Cl:12][C:6]1[C:7]([S:10][CH3:11])=[N:8][CH:9]=[C:4]([CH:1]([OH:3])[CH3:2])[CH:5]=1. The yield is 0.900. (2) The reactants are [F:1][C:2]1[CH:7]=[CH:6][C:5]([C:8]2[C:9]3[C:10](=[N:27][N:28]([CH2:30][C:31]([OH:33])=O)[CH:29]=3)[N:11]=[C:12]([C:20]3[CH:25]=[CH:24][C:23]([F:26])=[CH:22][CH:21]=3)[C:13]=2[C:14]2[CH:19]=[CH:18][N:17]=[CH:16][CH:15]=2)=[CH:4][CH:3]=1.C1(N=C=NC2CCCCC2)CCCCC1.ON1C2C=CC=CC=2N=N1.[NH:59]1[CH2:64][CH2:63][O:62][CH2:61][CH2:60]1. The catalyst is CN(C=O)C.CCOC(C)=O. The product is [F:1][C:2]1[CH:3]=[CH:4][C:5]([C:8]2[C:9]3[C:10](=[N:27][N:28]([CH2:30][C:31]([N:59]4[CH2:64][CH2:63][O:62][CH2:61][CH2:60]4)=[O:33])[CH:29]=3)[N:11]=[C:12]([C:20]3[CH:21]=[CH:22][C:23]([F:26])=[CH:24][CH:25]=3)[C:13]=2[C:14]2[CH:15]=[CH:16][N:17]=[CH:18][CH:19]=2)=[CH:6][CH:7]=1. The yield is 0.350.